From a dataset of hERG potassium channel inhibition data for cardiac toxicity prediction from Karim et al.. Regression/Classification. Given a drug SMILES string, predict its toxicity properties. Task type varies by dataset: regression for continuous values (e.g., LD50, hERG inhibition percentage) or binary classification for toxic/non-toxic outcomes (e.g., AMES mutagenicity, cardiotoxicity, hepatotoxicity). Dataset: herg_karim. (1) The drug is CC1(C)C[C@@H](NC(=O)c2ccccc2O)c2cc(-c3ccc(Cl)cc3)c(-c3ccc(Cl)cc3Cl)nc2O1. The result is 0 (non-blocker). (2) The drug is O=c1[nH]ccc2nc(-c3ccc(CN4CCC(c5nc(-c6ncccn6)n[nH]5)CC4)cc3)c(-c3ccccc3)cc12. The result is 0 (non-blocker).